Dataset: Reaction yield outcomes from USPTO patents with 853,638 reactions. Task: Predict the reaction yield, written as a fraction of the theoretical maximum amount of product (1.0 means a 100% yield; for example, 0.34 means a 34% yield). (1) The reactants are Br[C:2]1[N:7]=[C:6]([NH:8][C:9]([C:11]2[CH:15]=[C:14]([C:16]3[CH:21]=[CH:20][C:19]([F:22])=[CH:18][CH:17]=3)[N:13]([CH:23]3[CH2:28][CH2:27][CH2:26][CH2:25][O:24]3)[N:12]=2)=[O:10])[CH:5]=[CH:4][CH:3]=1. The catalyst is C(N)C1C=CC=CC=1. The product is [CH2:14]([NH:13][C:2]1[N:7]=[C:6]([NH:8][C:9]([C:11]2[CH:15]=[C:14]([C:16]3[CH:21]=[CH:20][C:19]([F:22])=[CH:18][CH:17]=3)[N:13]([CH:23]3[CH2:28][CH2:27][CH2:26][CH2:25][O:24]3)[N:12]=2)=[O:10])[CH:5]=[CH:4][CH:3]=1)[C:16]1[CH:21]=[CH:20][CH:19]=[CH:18][CH:17]=1. The yield is 0.580. (2) The reactants are [C:1]([O:5][C:6]([N:8]1[CH:16]2[CH:11]([CH2:12][CH2:13][CH2:14][CH2:15]2)[CH2:10][C@H:9]1[CH2:17][O:18][C:19]1[CH:28]=[CH:27][C:22]([C:23]([O:25][CH3:26])=[O:24])=[CH:21][CH:20]=1)=[O:7])([CH3:4])([CH3:3])[CH3:2]. The catalyst is CCO.CC(O)=O.[Rh]. The product is [C:1]([O:5][C:6]([N:8]1[CH:16]2[CH:11]([CH2:12][CH2:13][CH2:14][CH2:15]2)[CH2:10][C@H:9]1[CH2:17][O:18][C@@H:19]1[CH2:28][CH2:27][C@H:22]([C:23]([O:25][CH3:26])=[O:24])[CH2:21][CH2:20]1)=[O:7])([CH3:4])([CH3:3])[CH3:2]. The yield is 0.850. (3) The yield is 0.880. The reactants are C1(P(C2C=CC=CC=2)C2C=CC=CC=2)C=CC=CC=1.II.CCN(CC)CC.[Si:29]([O:36][C@@H:37]([CH3:63])[C@@H:38]([NH:52][C:53]1[CH:58]=[CH:57][C:56]([C:59]#[N:60])=[C:55]([Cl:61])[C:54]=1[CH3:62])[C:39]([NH:41][NH:42][C:43](=[O:51])[C:44]1[CH:49]=[CH:48][C:47]([I:50])=[CH:46][CH:45]=1)=O)([C:32]([CH3:35])([CH3:34])[CH3:33])([CH3:31])[CH3:30]. The product is [Si:29]([O:36][C@@H:37]([CH3:63])[C@@H:38]([NH:52][C:53]1[CH:58]=[CH:57][C:56]([C:59]#[N:60])=[C:55]([Cl:61])[C:54]=1[CH3:62])[C:39]1[O:51][C:43]([C:44]2[CH:45]=[CH:46][C:47]([I:50])=[CH:48][CH:49]=2)=[N:42][N:41]=1)([C:32]([CH3:34])([CH3:35])[CH3:33])([CH3:30])[CH3:31]. The catalyst is C(Cl)Cl. (4) The reactants are [Br:1][C:2]1[N:3]=[C:4]2[CH:10]=[CH:9][NH:8][C:5]2=[N:6][CH:7]=1.[Cl-].C([Al+]CC)C.[CH3:17][C:18]1([C:25](Cl)=[O:26])[CH2:24][CH2:23][CH2:22][CH2:21][CH2:20][CH2:19]1. The catalyst is ClCCl. The product is [Br:1][C:2]1[N:3]=[C:4]2[C:10]([C:25]([C:18]3([CH3:17])[CH2:24][CH2:23][CH2:22][CH2:21][CH2:20][CH2:19]3)=[O:26])=[CH:9][NH:8][C:5]2=[N:6][CH:7]=1. The yield is 0.320.